From a dataset of Retrosynthesis with 50K atom-mapped reactions and 10 reaction types from USPTO. Predict the reactants needed to synthesize the given product. Given the product Cn1ccc2cc(N)ccc21, predict the reactants needed to synthesize it. The reactants are: Cn1ccc2cc([N+](=O)[O-])ccc21.